From a dataset of Reaction yield outcomes from USPTO patents with 853,638 reactions. Predict the reaction yield, written as a fraction of the theoretical maximum amount of product (1.0 means a 100% yield; for example, 0.34 means a 34% yield). (1) The reactants are [OH:1][C:2]1[CH:3]=[CH:4][C:5]2[N:9]=[C:8]([CH2:10][O:11][C:12]3[CH:13]=[C:14]([CH:19]=[CH:20][CH:21]=3)[C:15]([O:17][CH3:18])=[O:16])[N:7]([CH3:22])[C:6]=2[CH:23]=1.[Br:24][C:25]1[C:26](F)=[N:27][CH:28]=[C:29]([CH3:31])[CH:30]=1.N1C2C(=CC=C3C=2N=CC=C3)C=CC=1.C(=O)([O-])[O-].[Cs+].[Cs+]. The catalyst is [Cu](I)I.CN(C=O)C. The product is [Br:24][C:25]1[C:26]([O:1][C:2]2[CH:3]=[CH:4][C:5]3[N:9]=[C:8]([CH2:10][O:11][C:12]4[CH:13]=[C:14]([CH:19]=[CH:20][CH:21]=4)[C:15]([O:17][CH3:18])=[O:16])[N:7]([CH3:22])[C:6]=3[CH:23]=2)=[N:27][CH:28]=[C:29]([CH3:31])[CH:30]=1. The yield is 0.140. (2) The reactants are [CH3:1][O:2][CH2:3][CH2:4]Cl.[OH:6][C:7]1[C:14]([OH:15])=[CH:13][CH:12]=[CH:11][C:8]=1[CH:9]=[O:10].[I-].[K+].C(=O)([O-])[O-].[K+].[K+]. The catalyst is CN(C=O)C. The product is [OH:15][C:14]1[C:7]([O:6][CH2:4][CH2:3][O:2][CH3:1])=[C:8]([CH:11]=[CH:12][CH:13]=1)[CH:9]=[O:10]. The yield is 0.310.